This data is from Forward reaction prediction with 1.9M reactions from USPTO patents (1976-2016). The task is: Predict the product of the given reaction. (1) Given the reactants [OH-].[Na+].[CH2:3]([C:5]([OH:58])([CH2:56][CH3:57])[CH2:6][CH2:7][NH:8][C@:9]12[CH2:52][CH2:51][C@@H:50]([C:53]([CH3:55])=[CH2:54])[C@@H:10]1[C@@H:11]1[C@@:24]([CH3:27])([CH2:25][CH2:26]2)[C@@:23]2([CH3:28])[C@@H:14]([C@:15]3([CH3:49])[C@@H:20]([CH2:21][CH2:22]2)[C:19]([CH3:30])([CH3:29])[C:18]([C:31]2[CH2:36][CH2:35][C@@:34]([CH2:47][F:48])([C:37]([O:39]CC4C=CC=CC=4)=[O:38])[CH2:33][CH:32]=2)=[CH:17][CH2:16]3)[CH2:13][CH2:12]1)[CH3:4], predict the reaction product. The product is: [CH2:3]([C:5]([OH:58])([CH2:56][CH3:57])[CH2:6][CH2:7][NH:8][C@:9]12[CH2:52][CH2:51][C@@H:50]([C:53]([CH3:55])=[CH2:54])[C@@H:10]1[C@@H:11]1[C@@:24]([CH3:27])([CH2:25][CH2:26]2)[C@@:23]2([CH3:28])[C@@H:14]([C@:15]3([CH3:49])[C@@H:20]([CH2:21][CH2:22]2)[C:19]([CH3:29])([CH3:30])[C:18]([C:31]2[CH2:36][CH2:35][C@@:34]([CH2:47][F:48])([C:37]([OH:39])=[O:38])[CH2:33][CH:32]=2)=[CH:17][CH2:16]3)[CH2:13][CH2:12]1)[CH3:4]. (2) Given the reactants [C:1]1([C:7]2[N:8]=[CH:9][C:10]([OH:19])=[N:11][C:12]=2[C:13]2[CH:18]=[CH:17][CH:16]=[CH:15][CH:14]=2)[CH:6]=[CH:5][CH:4]=[CH:3][CH:2]=1.CS(O[CH2:25][CH2:26][O:27][C:28]1[CH:35]=[CH:34][C:31]([CH:32]=[O:33])=[CH:30][CH:29]=1)(=O)=O.C(=O)([O-])[O-].[K+].[K+], predict the reaction product. The product is: [C:1]1([C:7]2[N:8]=[CH:9][C:10]([O:19][CH2:25][CH2:26][O:27][C:28]3[CH:35]=[CH:34][C:31]([CH:32]=[O:33])=[CH:30][CH:29]=3)=[N:11][C:12]=2[C:13]2[CH:14]=[CH:15][CH:16]=[CH:17][CH:18]=2)[CH:2]=[CH:3][CH:4]=[CH:5][CH:6]=1. (3) Given the reactants [F:1][C:2]1[CH:7]=[C:6]([S:8]([CH3:11])(=[O:10])=[O:9])[CH:5]=[CH:4][C:3]=1[NH:12][C@H:13]1[CH2:17][CH2:16][N:15]([CH:18]2[CH2:23][CH2:22][NH:21][CH2:20][CH2:19]2)[C:14]1=[O:24].CCN(C(C)C)C(C)C.[Cl:34][C:35]1[CH:40]=[N:39][C:38](Cl)=[CH:37][N:36]=1.C(OCC)C, predict the reaction product. The product is: [Cl:34][C:35]1[N:36]=[CH:37][C:38]([N:21]2[CH2:22][CH2:23][CH:18]([N:15]3[CH2:16][CH2:17][C@H:13]([NH:12][C:3]4[CH:4]=[CH:5][C:6]([S:8]([CH3:11])(=[O:10])=[O:9])=[CH:7][C:2]=4[F:1])[C:14]3=[O:24])[CH2:19][CH2:20]2)=[N:39][CH:40]=1. (4) Given the reactants O=[C:2]1[CH2:7][CH2:6][N:5]([C:8]([O:10][C:11]([CH3:14])(C)C)=[O:9])[CH2:4][CH2:3]1.[CH:15]1[CH:20]=[CH:19]N=[CH:17][CH:16]=1.[FH:21].C(OC(ON1C(=O)CC[C:34]1=[O:39])=O)C1C=CC=CC=1, predict the reaction product. The product is: [F:21][C:2]1([CH2:34][OH:39])[CH2:3][CH2:4][N:5]([C:8]([O:10][CH2:11][C:14]2[CH:19]=[CH:20][CH:15]=[CH:16][CH:17]=2)=[O:9])[CH2:6][CH2:7]1. (5) The product is: [CH2:18]([O:17][P:12]([CH2:11][CH:6]([CH2:7][CH:8]([CH3:10])[CH3:9])[CH2:5][C:4]([OH:20])=[O:3])([O:14][CH2:15][CH3:16])=[O:13])[CH3:19]. Given the reactants C([O:3][C:4](=[O:20])[CH2:5][CH:6]([CH2:11][P:12]([O:17][CH2:18][CH3:19])([O:14][CH2:15][CH3:16])=[O:13])[CH2:7][CH:8]([CH3:10])[CH3:9])C.[OH-].[Na+], predict the reaction product. (6) Given the reactants Cl[C:2]1[C:3]2[S:10][C:9]([C:11]([NH2:13])=[O:12])=[CH:8][C:4]=2[N:5]=[CH:6][N:7]=1.[C:14]([O:18][C:19](=[O:29])[NH:20][CH2:21][CH2:22][CH:23]1[CH2:28][CH2:27][NH:26][CH2:25][CH2:24]1)([CH3:17])([CH3:16])[CH3:15].CCN(C(C)C)C(C)C, predict the reaction product. The product is: [C:11]([C:9]1[S:10][C:3]2[C:2]([N:26]3[CH2:27][CH2:28][CH:23]([CH2:22][CH2:21][NH:20][C:19](=[O:29])[O:18][C:14]([CH3:16])([CH3:15])[CH3:17])[CH2:24][CH2:25]3)=[N:7][CH:6]=[N:5][C:4]=2[CH:8]=1)(=[O:12])[NH2:13].